Dataset: NCI-60 drug combinations with 297,098 pairs across 59 cell lines. Task: Regression. Given two drug SMILES strings and cell line genomic features, predict the synergy score measuring deviation from expected non-interaction effect. (1) Drug 1: CN(C)C1=NC(=NC(=N1)N(C)C)N(C)C. Drug 2: CCCCCOC(=O)NC1=NC(=O)N(C=C1F)C2C(C(C(O2)C)O)O. Cell line: RPMI-8226. Synergy scores: CSS=0.0810, Synergy_ZIP=4.94, Synergy_Bliss=7.21, Synergy_Loewe=-2.79, Synergy_HSA=-2.44. (2) Drug 1: CC1C(C(=O)NC(C(=O)N2CCCC2C(=O)N(CC(=O)N(C(C(=O)O1)C(C)C)C)C)C(C)C)NC(=O)C3=C4C(=C(C=C3)C)OC5=C(C(=O)C(=C(C5=N4)C(=O)NC6C(OC(=O)C(N(C(=O)CN(C(=O)C7CCCN7C(=O)C(NC6=O)C(C)C)C)C)C(C)C)C)N)C. Drug 2: CS(=O)(=O)CCNCC1=CC=C(O1)C2=CC3=C(C=C2)N=CN=C3NC4=CC(=C(C=C4)OCC5=CC(=CC=C5)F)Cl. Cell line: KM12. Synergy scores: CSS=19.1, Synergy_ZIP=11.7, Synergy_Bliss=15.4, Synergy_Loewe=7.53, Synergy_HSA=9.91. (3) Drug 1: CC12CCC3C(C1CCC2O)C(CC4=C3C=CC(=C4)O)CCCCCCCCCS(=O)CCCC(C(F)(F)F)(F)F. Drug 2: CC1CCCC2(C(O2)CC(NC(=O)CC(C(C(=O)C(C1O)C)(C)C)O)C(=CC3=CSC(=N3)C)C)C. Cell line: OVCAR3. Synergy scores: CSS=39.4, Synergy_ZIP=1.64, Synergy_Bliss=-0.677, Synergy_Loewe=-27.5, Synergy_HSA=0.228. (4) Drug 1: CC1C(C(CC(O1)OC2CC(CC3=C2C(=C4C(=C3O)C(=O)C5=C(C4=O)C(=CC=C5)OC)O)(C(=O)C)O)N)O.Cl. Drug 2: C(=O)(N)NO. Cell line: SK-MEL-2. Synergy scores: CSS=28.9, Synergy_ZIP=15.0, Synergy_Bliss=15.5, Synergy_Loewe=0.828, Synergy_HSA=12.4.